Dataset: Rat liver microsome stability data. Task: Regression/Classification. Given a drug SMILES string, predict its absorption, distribution, metabolism, or excretion properties. Task type varies by dataset: regression for continuous measurements (e.g., permeability, clearance, half-life) or binary classification for categorical outcomes (e.g., BBB penetration, CYP inhibition). Dataset: rlm. The molecule is CC1CCCCN1c1ncnc(N)c1[N+](=O)[O-]. The result is 1 (stable in rat liver microsomes).